This data is from Forward reaction prediction with 1.9M reactions from USPTO patents (1976-2016). The task is: Predict the product of the given reaction. (1) Given the reactants [CH3:1][C:2]1[C:7]([O:8][CH3:9])=[C:6]([CH3:10])[C:5]([CH2:11][S:12]([C:14]2[N-:18][C:17]3[CH:19]=[CH:20][C:21]([O:23][CH3:24])=[CH:22][C:16]=3[N:15]=2)=[O:13])=[N:4][CH:3]=1.O.[Na+].C1(C(C2C=CC=CC=2)(O)[C@H](C2C=CC=CC=2)O)C=CC=CC=1, predict the reaction product. The product is: [CH3:1][C:2]1[C:7]([O:8][CH3:9])=[C:6]([CH3:10])[C:5]([CH2:11][S@@:12]([C:14]2[NH:15][C:16]3[CH:22]=[C:21]([O:23][CH3:24])[CH:20]=[CH:19][C:17]=3[N:18]=2)=[O:13])=[N:4][CH:3]=1. (2) The product is: [CH:11]([C:4]1[S:3][C:2]2[NH:1][C:18](=[O:24])[N:41]([CH2:40][CH2:39][C:33]3[CH:38]=[CH:37][CH:36]=[CH:35][CH:34]=3)[C:7](=[O:9])[C:6]=2[CH:5]=1)([CH3:13])[CH3:12]. Given the reactants [NH2:1][C:2]1[S:3][C:4]([CH:11]([CH3:13])[CH3:12])=[CH:5][C:6]=1[C:7]([O:9]C)=O.ClC(Cl)(O[C:18](=[O:24])OC(Cl)(Cl)Cl)Cl.C(N(CC)CC)C.[C:33]1([CH2:39][CH2:40][NH2:41])[CH:38]=[CH:37][CH:36]=[CH:35][CH:34]=1, predict the reaction product.